From a dataset of Forward reaction prediction with 1.9M reactions from USPTO patents (1976-2016). Predict the product of the given reaction. (1) Given the reactants [CH3:1][C:2]1[CH:7]=[C:6]([C:8]2[C:16]3[C:11](=[CH:12][C:13]([N+]([O-])=O)=[C:14](/[CH:17]=[CH:18]/[C:19]([O-:21])=[O:20])[CH:15]=3)[N:10]([C:25]([C:38]3[CH:43]=[CH:42][CH:41]=[CH:40][CH:39]=3)([C:32]3[CH:37]=[CH:36][CH:35]=[CH:34][CH:33]=3)[C:26]3[CH:31]=[CH:30][CH:29]=[CH:28][CH:27]=3)[N:9]=2)[CH:5]=[CH:4][N:3]=1.[Cl-].[NH4+:45].[CH2:46](O)C, predict the reaction product. The product is: [NH2:45][C:13]1[CH:12]=[C:11]2[C:16]([C:8]([C:6]3[CH:5]=[CH:4][N:3]=[C:2]([CH3:1])[CH:7]=3)=[N:9][N:10]2[C:25]([C:26]2[CH:31]=[CH:30][CH:29]=[CH:28][CH:27]=2)([C:38]2[CH:43]=[CH:42][CH:41]=[CH:40][CH:39]=2)[C:32]2[CH:37]=[CH:36][CH:35]=[CH:34][CH:33]=2)=[CH:15][C:14]=1[CH:17]=[CH:18][C:19]([O:21][CH3:46])=[O:20]. (2) Given the reactants [C:1]([Si:5]([O:18][C@@H:19]1[C@H:26]2[C@H:22]([O:23][C:24]([CH3:28])([CH3:27])[O:25]2)[C:21]([CH2:29][O:30][C:31]([C:44]2[CH:49]=[CH:48][CH:47]=[CH:46][CH:45]=2)([C:38]2[CH:43]=[CH:42][CH:41]=[CH:40][CH:39]=2)[C:32]2[CH:37]=[CH:36][CH:35]=[CH:34][CH:33]=2)=[C:20]1I)([C:12]1[CH:17]=[CH:16][CH:15]=[CH:14][CH:13]=1)[C:6]1[CH:11]=[CH:10][CH:9]=[CH:8][CH:7]=1)([CH3:4])([CH3:3])[CH3:2].[CH3:51][C:52]1([CH3:59])[C:56]([CH3:58])([CH3:57])[O:55][BH:54][O:53]1, predict the reaction product. The product is: [CH3:28][C:24]1([CH3:27])[O:25][C@H:26]2[C@@H:19]([O:18][Si:5]([C:1]([CH3:2])([CH3:4])[CH3:3])([C:12]3[CH:17]=[CH:16][CH:15]=[CH:14][CH:13]=3)[C:6]3[CH:7]=[CH:8][CH:9]=[CH:10][CH:11]=3)[C:20]([B:54]3[O:55][C:56]([CH3:58])([CH3:57])[C:52]([CH3:59])([CH3:51])[O:53]3)=[C:21]([CH2:29][O:30][C:31]([C:32]3[CH:33]=[CH:34][CH:35]=[CH:36][CH:37]=3)([C:38]3[CH:43]=[CH:42][CH:41]=[CH:40][CH:39]=3)[C:44]3[CH:49]=[CH:48][CH:47]=[CH:46][CH:45]=3)[C@H:22]2[O:23]1.